Dataset: Forward reaction prediction with 1.9M reactions from USPTO patents (1976-2016). Task: Predict the product of the given reaction. (1) Given the reactants [CH3:1][C:2]([Si:5](Cl)([CH3:7])[CH3:6])([CH3:4])[CH3:3].[CH3:9][O:10][C:11]1[CH:36]=[CH:35][C:14]([CH2:15][O:16][CH2:17][C@H:18]([CH3:34])[C@H:19]([O:26][Si:27]([C:30]([CH3:33])([CH3:32])[CH3:31])([CH3:29])[CH3:28])[C@@H:20]([CH3:25])[CH2:21][CH2:22][CH2:23][OH:24])=[CH:13][CH:12]=1.N1C=CN=C1, predict the reaction product. The product is: [Si:27]([O:26][C@H:19]([C@@H:20]([CH3:25])[CH2:21][CH2:22][CH2:23][O:24][Si:5]([C:2]([CH3:4])([CH3:3])[CH3:1])([CH3:7])[CH3:6])[C@@H:18]([CH3:34])[CH2:17][O:16][CH2:15][C:14]1[CH:13]=[CH:12][C:11]([O:10][CH3:9])=[CH:36][CH:35]=1)([C:30]([CH3:31])([CH3:33])[CH3:32])([CH3:29])[CH3:28]. (2) Given the reactants [CH3:1][N:2]([CH3:32])[C:3]([C:5]1[N:26]([CH:27]2[CH2:31][CH2:30][CH2:29][CH2:28]2)[C:8]2[N:9]=[C:10]([NH:13][C:14]3[CH:19]=[CH:18][C:17]([N:20]4[CH2:25][CH2:24][NH:23][CH2:22][CH2:21]4)=[CH:16][N:15]=3)[N:11]=[CH:12][C:7]=2[CH:6]=1)=[O:4].[CH2:33]1[O:35][C@H:34]1[CH2:36][OH:37], predict the reaction product. The product is: [CH3:1][N:2]([CH3:32])[C:3]([C:5]1[N:26]([CH:27]2[CH2:31][CH2:30][CH2:29][CH2:28]2)[C:8]2[N:9]=[C:10]([NH:13][C:14]3[CH:19]=[CH:18][C:17]([N:20]4[CH2:21][CH2:22][N:23]([CH2:33][C@H:34]([OH:35])[CH2:36][OH:37])[CH2:24][CH2:25]4)=[CH:16][N:15]=3)[N:11]=[CH:12][C:7]=2[CH:6]=1)=[O:4]. (3) Given the reactants [CH3:1][O:2][C:3]1[CH:8]=[C:7]([C:9]([F:12])([F:11])[F:10])[CH:6]=[CH:5][C:4]=1[N:13]1[C:18](=[O:19])[CH2:17][O:16][C:15]2[CH:20]=[C:21]([S:24](Cl)(=[O:26])=[O:25])[CH:22]=[CH:23][C:14]1=2.COC1C=CC(C[NH:35][C:36]2[S:40][N:39]=[CH:38][N:37]=2)=CC=1.C[Si]([N-][Si](C)(C)C)(C)C.[Li+].C(O)(C(F)(F)F)=O, predict the reaction product. The product is: [CH3:1][O:2][C:3]1[CH:8]=[C:7]([C:9]([F:12])([F:11])[F:10])[CH:6]=[CH:5][C:4]=1[N:13]1[C:18](=[O:19])[CH2:17][O:16][C:15]2[CH:20]=[C:21]([S:24]([NH:35][C:36]3[S:40][N:39]=[CH:38][N:37]=3)(=[O:26])=[O:25])[CH:22]=[CH:23][C:14]1=2. (4) Given the reactants C(#N)C.[CH3:4][C:5]1[CH:10]=[C:9]([CH3:11])[C:8]([S:12][CH2:13][C:14]([F:17])([F:16])[F:15])=[CH:7][C:6]=1[OH:18].[Br:19][CH2:20][CH2:21][CH2:22][CH2:23][CH2:24][CH2:25]Br.C(=O)([O-])[O-].[K+].[K+], predict the reaction product. The product is: [Br:19][CH2:20][CH2:21][CH2:22][CH2:23][CH2:24][CH2:25][O:18][C:6]1[CH:7]=[C:8]([S:12][CH2:13][C:14]([F:17])([F:16])[F:15])[C:9]([CH3:11])=[CH:10][C:5]=1[CH3:4]. (5) Given the reactants [Cl:1][C:2]1[C:7]([C:8]2[CH:13]=[CH:12][CH:11]=[CH:10][CH:9]=2)=[C:6](Cl)[N:5]2[N:15]=[C:16]([C:18]([O:20][CH3:21])=[O:19])[CH:17]=[C:4]2[N:3]=1.N, predict the reaction product. The product is: [Cl:1][C:2]1[C:7]([C:8]2[CH:9]=[CH:10][CH:11]=[CH:12][CH:13]=2)=[CH:6][N:5]2[N:15]=[C:16]([C:18]([O:20][CH3:21])=[O:19])[CH:17]=[C:4]2[N:3]=1. (6) Given the reactants [Cl:1][C:2]1[CH:7]=[CH:6][C:5]([CH:8]([C:19]2[CH:24]=[CH:23][C:22]([S:25]([CH3:28])(=[O:27])=[O:26])=[CH:21][CH:20]=2)[CH2:9][C:10]([C:12]2[CH:13]=[CH:14][C:15](=[O:18])[NH:16][CH:17]=2)=[O:11])=[C:4]([CH3:29])[CH:3]=1.Br[CH2:31][CH2:32][O:33][CH2:34][CH2:35][O:36][CH3:37].C(=O)([O-])[O-].[K+].[K+], predict the reaction product. The product is: [Cl:1][C:2]1[CH:7]=[CH:6][C:5]([CH:8]([C:19]2[CH:20]=[CH:21][C:22]([S:25]([CH3:28])(=[O:26])=[O:27])=[CH:23][CH:24]=2)[CH2:9][C:10]([C:12]2[CH:13]=[CH:14][C:15](=[O:18])[N:16]([CH2:31][CH2:32][O:33][CH2:34][CH2:35][O:36][CH3:37])[CH:17]=2)=[O:11])=[C:4]([CH3:29])[CH:3]=1. (7) Given the reactants [NH2:1][N:2]1[C:11](=[O:12])[C:10]2[C:5](=[CH:6][CH:7]=[CH:8][CH:9]=2)[C:4]([C:13]([O:15][CH2:16][CH3:17])=[O:14])=[N:3]1.[Cl:18][C:19]1[CH:24]=[CH:23][C:22]([CH2:25][C:26](Cl)=[O:27])=[CH:21][CH:20]=1, predict the reaction product. The product is: [Cl:18][C:19]1[CH:24]=[CH:23][C:22]([CH2:25][C:26]([NH:1][N:2]2[C:11](=[O:12])[C:10]3[C:5](=[CH:6][CH:7]=[CH:8][CH:9]=3)[C:4]([C:13]([O:15][CH2:16][CH3:17])=[O:14])=[N:3]2)=[O:27])=[CH:21][CH:20]=1.